Dataset: NCI-60 drug combinations with 297,098 pairs across 59 cell lines. Task: Regression. Given two drug SMILES strings and cell line genomic features, predict the synergy score measuring deviation from expected non-interaction effect. (1) Drug 1: CN(C)N=NC1=C(NC=N1)C(=O)N. Drug 2: CCN(CC)CCCC(C)NC1=C2C=C(C=CC2=NC3=C1C=CC(=C3)Cl)OC. Cell line: RPMI-8226. Synergy scores: CSS=67.5, Synergy_ZIP=6.66, Synergy_Bliss=8.15, Synergy_Loewe=-20.5, Synergy_HSA=9.01. (2) Drug 1: CCCS(=O)(=O)NC1=C(C(=C(C=C1)F)C(=O)C2=CNC3=C2C=C(C=N3)C4=CC=C(C=C4)Cl)F. Drug 2: C1=CC(=CC=C1CCCC(=O)O)N(CCCl)CCCl. Cell line: A549. Synergy scores: CSS=22.2, Synergy_ZIP=-4.48, Synergy_Bliss=-2.61, Synergy_Loewe=-6.63, Synergy_HSA=-3.70. (3) Drug 1: C1CN1C2=NC(=NC(=N2)N3CC3)N4CC4. Drug 2: C1=C(C(=O)NC(=O)N1)N(CCCl)CCCl. Cell line: SNB-75. Synergy scores: CSS=11.7, Synergy_ZIP=-7.83, Synergy_Bliss=-0.901, Synergy_Loewe=-2.91, Synergy_HSA=0.639. (4) Drug 1: C1=CC(=C2C(=C1NCCNCCO)C(=O)C3=C(C=CC(=C3C2=O)O)O)NCCNCCO. Drug 2: C1C(C(OC1N2C=NC(=NC2=O)N)CO)O. Cell line: SK-MEL-28. Synergy scores: CSS=48.8, Synergy_ZIP=7.82, Synergy_Bliss=10.3, Synergy_Loewe=-1.88, Synergy_HSA=9.38. (5) Cell line: CAKI-1. Drug 1: CN(C)N=NC1=C(NC=N1)C(=O)N. Synergy scores: CSS=41.1, Synergy_ZIP=-8.41, Synergy_Bliss=-4.66, Synergy_Loewe=-2.13, Synergy_HSA=0.636. Drug 2: CC1C(C(CC(O1)OC2CC(CC3=C2C(=C4C(=C3O)C(=O)C5=C(C4=O)C(=CC=C5)OC)O)(C(=O)CO)O)N)O.Cl. (6) Drug 1: CN(C)N=NC1=C(NC=N1)C(=O)N. Drug 2: CN(CC1=CN=C2C(=N1)C(=NC(=N2)N)N)C3=CC=C(C=C3)C(=O)NC(CCC(=O)O)C(=O)O. Cell line: UO-31. Synergy scores: CSS=20.1, Synergy_ZIP=-12.0, Synergy_Bliss=-8.45, Synergy_Loewe=-4.17, Synergy_HSA=-2.91. (7) Drug 1: CN(C)N=NC1=C(NC=N1)C(=O)N. Drug 2: CC(C)CN1C=NC2=C1C3=CC=CC=C3N=C2N. Cell line: ACHN. Synergy scores: CSS=10.6, Synergy_ZIP=-5.03, Synergy_Bliss=1.30, Synergy_Loewe=1.25, Synergy_HSA=1.57. (8) Drug 2: CC1=C2C(C(=O)C3(C(CC4C(C3C(C(C2(C)C)(CC1OC(=O)C(C(C5=CC=CC=C5)NC(=O)C6=CC=CC=C6)O)O)OC(=O)C7=CC=CC=C7)(CO4)OC(=O)C)O)C)OC(=O)C. Cell line: NCIH23. Synergy scores: CSS=65.2, Synergy_ZIP=-4.35, Synergy_Bliss=-3.40, Synergy_Loewe=-35.8, Synergy_HSA=1.43. Drug 1: C1CC(C1)(C(=O)O)C(=O)O.[NH2-].[NH2-].[Pt+2].